This data is from Catalyst prediction with 721,799 reactions and 888 catalyst types from USPTO. The task is: Predict which catalyst facilitates the given reaction. (1) Reactant: Cl[C:2]1[N:3]([CH2:19][C:20]2[CH:25]=[CH:24][C:23]([C:26]3[CH:31]=[CH:30][CH:29]=[C:28]([F:32])[N:27]=3)=[CH:22][CH:21]=2)[N:4]=[C:5]2[N:10]3[C@H:11]4[CH2:16][CH2:15][CH2:14][C@H:12]4[N:13]=[C:9]3[N:8]([CH3:17])[C:7](=[O:18])[C:6]=12.[C:33]1([OH:39])[CH:38]=[CH:37][CH:36]=[CH:35][CH:34]=1.C([O-])([O-])=O.[K+].[K+]. Product: [O:39]([C:2]1[N:3]([CH2:19][C:20]2[CH:25]=[CH:24][C:23]([C:26]3[CH:31]=[CH:30][CH:29]=[C:28]([F:32])[N:27]=3)=[CH:22][CH:21]=2)[N:4]=[C:5]2[N:10]3[C@H:11]4[CH2:16][CH2:15][CH2:14][C@H:12]4[N:13]=[C:9]3[N:8]([CH3:17])[C:7](=[O:18])[C:6]=12)[C:33]1[CH:38]=[CH:37][CH:36]=[CH:35][CH:34]=1. The catalyst class is: 12. (2) Reactant: [H-].[Na+].[NH:3]1[CH2:8][CH2:7][CH2:6][CH2:5][C:4]1=[O:9].Cl[C:11]1[C:20]([C:21]#[N:22])=[C:19]([C:23]2[CH:28]=[CH:27][CH:26]=[CH:25][CH:24]=2)[C:18]2[C:13](=[CH:14][CH:15]=[C:16]([Cl:29])[CH:17]=2)[N:12]=1. Product: [Cl:29][C:16]1[CH:17]=[C:18]2[C:13](=[CH:14][CH:15]=1)[N:12]=[C:11]([N:3]1[CH2:8][CH2:7][CH2:6][CH2:5][C:4]1=[O:9])[C:20]([C:21]#[N:22])=[C:19]2[C:23]1[CH:24]=[CH:25][CH:26]=[CH:27][CH:28]=1. The catalyst class is: 93. (3) Reactant: [Cl:1][C:2]1[C:3]([C:12]2[CH:17]=[CH:16][C:15]([Cl:18])=[CH:14][CH:13]=2)=[CH:4][C:5]([N+:9]([O-])=O)=[C:6]([CH:8]=1)[NH2:7].Cl. Product: [Cl:1][C:2]1[CH:8]=[C:6]([NH2:7])[C:5]([NH2:9])=[CH:4][C:3]=1[C:12]1[CH:13]=[CH:14][C:15]([Cl:18])=[CH:16][CH:17]=1. The catalyst class is: 490.